Dataset: Forward reaction prediction with 1.9M reactions from USPTO patents (1976-2016). Task: Predict the product of the given reaction. (1) Given the reactants [CH3:1][O:2][C:3]1[CH:8]=[CH:7][N:6]=[C:5]2[N:9]([S:12]([C:15]3[CH:20]=[CH:19][CH:18]=[CH:17][CH:16]=3)(=[O:14])=[O:13])[CH:10]=[CH:11][C:4]=12.[Li+].CC([N-]C(C)C)C.[Cl:29][C:30]1[N:35]=[CH:34][CH:33]=[CH:32][N:31]=1.C(C1C(=O)C(Cl)=C(Cl)C(=O)C=1C#N)#N.[OH-].[Na+], predict the reaction product. The product is: [Cl:29][C:30]1[N:35]=[C:34]([C:10]2[N:9]([S:12]([C:15]3[CH:16]=[CH:17][CH:18]=[CH:19][CH:20]=3)(=[O:13])=[O:14])[C:5]3=[N:6][CH:7]=[CH:8][C:3]([O:2][CH3:1])=[C:4]3[CH:11]=2)[CH:33]=[CH:32][N:31]=1. (2) Given the reactants [OH:1][CH:2]([C:17]1([C:21]2[CH:26]=[CH:25][CH:24]=[C:23]([C:27]([F:30])([F:29])[F:28])[CH:22]=2)[CH2:20][CH2:19][CH2:18]1)[C:3]1[C:8]([NH:9]C(=O)OC(C)(C)C)=[CH:7][CH:6]=[CH:5][N:4]=1.FC(F)(F)C(O)=O, predict the reaction product. The product is: [NH2:9][C:8]1[C:3]([CH:2]([C:17]2([C:21]3[CH:26]=[CH:25][CH:24]=[C:23]([C:27]([F:30])([F:28])[F:29])[CH:22]=3)[CH2:20][CH2:19][CH2:18]2)[OH:1])=[N:4][CH:5]=[CH:6][CH:7]=1. (3) Given the reactants [CH3:1][O:2][C:3]1[CH:4]=[C:5]([CH:21]=[CH:22][C:23]=1[O:24][CH3:25])[CH2:6][CH:7]1[C:16]2[C:11](=[CH:12][C:13]([O:19][CH3:20])=[CH:14][C:15]=2[O:17][CH3:18])[CH2:10][CH2:9][NH:8]1.Br[CH2:27][C:28](Br)=[O:29].[CH:31]1([NH2:41])[C:40]2[C:35](=[CH:36][CH:37]=[CH:38][CH:39]=2)[CH2:34][CH2:33][CH2:32]1, predict the reaction product. The product is: [CH3:1][O:2][C:3]1[CH:4]=[C:5]([CH:21]=[CH:22][C:23]=1[O:24][CH3:25])[CH2:6][CH:7]1[C:16]2[C:11](=[CH:12][C:13]([O:19][CH3:20])=[CH:14][C:15]=2[O:17][CH3:18])[CH2:10][CH2:9][N:8]1[CH2:27][C:28]([NH:41][CH:31]1[C:40]2[C:35](=[CH:36][CH:37]=[CH:38][CH:39]=2)[CH2:34][CH2:33][CH2:32]1)=[O:29]. (4) Given the reactants [O:1]1[CH2:5][CH2:4][O:3][CH:2]1[C:6]1[O:7][CH:8]=[CH:9][CH:10]=1.C([Li])CCC.[F:16][C:17]1[CH:24]=[CH:23][C:20]([CH2:21]Br)=[CH:19][CH:18]=1, predict the reaction product. The product is: [F:16][C:17]1[CH:24]=[CH:23][C:20]([CH2:21][C:8]2[O:7][C:6]([CH:2]3[O:3][CH2:4][CH2:5][O:1]3)=[CH:10][CH:9]=2)=[CH:19][CH:18]=1.